From a dataset of Catalyst prediction with 721,799 reactions and 888 catalyst types from USPTO. Predict which catalyst facilitates the given reaction. (1) Reactant: CN(C(ON1N=NC2C=CC=NC1=2)=[N+](C)C)C.F[P-](F)(F)(F)(F)F.[C:25]([O:29][C:30]([NH:32][C@@H:33]([C@H:45]([CH2:52][O:53][CH3:54])[CH2:46][CH2:47][CH2:48][CH2:49][CH:50]=[CH2:51])[C:34]([N:36]1[CH2:40][C@H:39]([OH:41])[CH2:38][C@H:37]1[C:42](O)=[O:43])=[O:35])=[O:31])([CH3:28])([CH3:27])[CH3:26].[NH2:55][C@:56]1([C:61]([NH:63][S:64]([CH:67]2[CH2:69][CH2:68]2)(=[O:66])=[O:65])=[O:62])[CH2:58][C@H:57]1[CH:59]=[CH2:60].CC1C=CC(S(O)(=O)=O)=CC=1.CCN(C(C)C)C(C)C. Product: [CH:67]1([S:64]([NH:63][C:61]([C@@:56]2([NH:55][C:42]([C@@H:37]3[CH2:38][C@@H:39]([OH:41])[CH2:40][N:36]3[C:34](=[O:35])[C@@H:33]([NH:32][C:30](=[O:31])[O:29][C:25]([CH3:27])([CH3:26])[CH3:28])[C@H:45]([CH2:52][O:53][CH3:54])[CH2:46][CH2:47][CH2:48][CH2:49][CH:50]=[CH2:51])=[O:43])[CH2:58][C@H:57]2[CH:59]=[CH2:60])=[O:62])(=[O:66])=[O:65])[CH2:69][CH2:68]1. The catalyst class is: 2. (2) Reactant: [CH:1]1([CH2:7][N:8]2[C:12]([C:13]3[CH:18]=[C:17]([C:19]([CH3:22])([CH3:21])[CH3:20])[CH:16]=[C:15]([C:23]([CH3:26])([CH3:25])[CH3:24])[CH:14]=3)=[CH:11][C:10]([C:27]([NH2:29])=[O:28])=[C:9]2[CH3:30])[CH2:6][CH2:5][CH2:4][CH2:3][CH2:2]1.Cl[CH2:32][CH2:33][CH2:34][CH2:35][O:36][CH3:37].[H-].[Na+]. Product: [CH:1]1([CH2:7][N:8]2[C:12]([C:13]3[CH:18]=[C:17]([C:19]([CH3:21])([CH3:22])[CH3:20])[CH:16]=[C:15]([C:23]([CH3:24])([CH3:26])[CH3:25])[CH:14]=3)=[CH:11][C:10]([C:27]([NH:29][CH2:32][CH2:33][CH2:34][CH2:35][O:36][CH3:37])=[O:28])=[C:9]2[CH3:30])[CH2:2][CH2:3][CH2:4][CH2:5][CH2:6]1. The catalyst class is: 3. (3) Reactant: [C:1]([C:5]1[CH:9]=[C:8]([NH:10][C:11]([NH:13][CH2:14][C:15]2[CH:20]=[C:19]([F:21])[CH:18]=[CH:17][C:16]=2[O:22][C:23]2[CH:24]=[C:25]3[C:29](=[CH:30][CH:31]=2)[N:28]([CH2:32][CH2:33][OH:34])[N:27]=[CH:26]3)=[O:12])[N:7]([C:35]2[CH:40]=[CH:39][C:38]([CH3:41])=[CH:37][CH:36]=2)[N:6]=1)([CH3:4])([CH3:3])[CH3:2].[ClH:42].O1CCOCC1. Product: [ClH:42].[C:1]([C:5]1[CH:9]=[C:8]([NH:10][C:11]([NH:13][CH2:14][C:15]2[CH:20]=[C:19]([F:21])[CH:18]=[CH:17][C:16]=2[O:22][C:23]2[CH:24]=[C:25]3[C:29](=[CH:30][CH:31]=2)[N:28]([CH2:32][CH2:33][OH:34])[N:27]=[CH:26]3)=[O:12])[N:7]([C:35]2[CH:40]=[CH:39][C:38]([CH3:41])=[CH:37][CH:36]=2)[N:6]=1)([CH3:4])([CH3:3])[CH3:2]. The catalyst class is: 13. (4) Reactant: [CH2:1]([NH:3][C:4]([NH:6][C:7]1[CH:12]=[CH:11][C:10]([C:13]2[N:14]=[C:15]([N:23]3[CH2:28][CH2:27][O:26][CH2:25][CH2:24]3)[C:16]3[CH2:22][CH2:21][NH:20][CH2:19][C:17]=3[N:18]=2)=[CH:9][CH:8]=1)=[O:5])[CH3:2].CN(C)C=O.C(N(CC)C(C)C)(C)C.Cl[C:44]([O:46][CH:47]([CH3:49])[CH3:48])=[O:45]. Product: [CH2:1]([NH:3][C:4](=[O:5])[NH:6][C:7]1[CH:8]=[CH:9][C:10]([C:13]2[N:14]=[C:15]([N:23]3[CH2:24][CH2:25][O:26][CH2:27][CH2:28]3)[C:16]3[CH2:22][CH2:21][N:20]([C:44]([O:46][CH:47]([CH3:49])[CH3:48])=[O:45])[CH2:19][C:17]=3[N:18]=2)=[CH:11][CH:12]=1)[CH3:2]. The catalyst class is: 11.